This data is from Reaction yield outcomes from USPTO patents with 853,638 reactions. The task is: Predict the reaction yield, written as a fraction of the theoretical maximum amount of product (1.0 means a 100% yield; for example, 0.34 means a 34% yield). (1) The reactants are [O:1]1[CH2:6][CH2:5][O:4][C:3]2[C:7]([NH2:11])=[CH:8][CH:9]=[CH:10][C:2]1=2.[C:12](OC(=O)C)(=[O:14])[CH3:13]. The catalyst is C(O)C. The product is [O:1]1[CH2:6][CH2:5][O:4][C:3]2[C:7]([NH:11][C:12](=[O:14])[CH3:13])=[CH:8][CH:9]=[CH:10][C:2]1=2. The yield is 0.950. (2) The reactants are Br[C:2]1[N:3]=[C:4]([CH:7]([O:20][Si:21]([C:24]([CH3:27])([CH3:26])[CH3:25])([CH3:23])[CH3:22])[CH2:8][CH2:9][CH2:10][CH2:11][CH2:12][CH2:13][C:14]2[CH:19]=[CH:18][CH:17]=[CH:16][CH:15]=2)[O:5][CH:6]=1.CN(C)[CH:30]=[O:31]. No catalyst specified. The product is [Si:21]([O:20][CH:7]([C:4]1[O:5][CH:6]=[C:2]([CH:30]=[O:31])[N:3]=1)[CH2:8][CH2:9][CH2:10][CH2:11][CH2:12][CH2:13][C:14]1[CH:19]=[CH:18][CH:17]=[CH:16][CH:15]=1)([C:24]([CH3:27])([CH3:26])[CH3:25])([CH3:23])[CH3:22]. The yield is 0.380. (3) The reactants are O[CH:2]([C:24]1[CH:29]=[CH:28][CH:27]=[CH:26][CH:25]=1)[C:3]1[C:11]2[O:10][C:9]([CH3:13])([CH3:12])[CH2:8][C:7]=2[C:6]([CH3:14])=[C:5]([NH:15][C:16](=[O:22])[CH2:17][C:18]([CH3:21])([CH3:20])[CH3:19])[C:4]=1[CH3:23]. The catalyst is C(OCC)(=O)C.CCCCCC. The product is [CH2:2]([C:3]1[C:11]2[O:10][C:9]([CH3:12])([CH3:13])[CH2:8][C:7]=2[C:6]([CH3:14])=[C:5]([NH:15][C:16](=[O:22])[CH2:17][C:18]([CH3:21])([CH3:20])[CH3:19])[C:4]=1[CH3:23])[C:24]1[CH:25]=[CH:26][CH:27]=[CH:28][CH:29]=1. The yield is 0.740. (4) The reactants are COC1C=CC(C[CH2:8][CH2:9][CH2:10][S:11]([NH:14][C:15]2[C:16]([F:35])=[C:17]([NH:22][C:23]([C:25]3[C:29]4[N:30]=[CH:31][N:32]=[C:33](Cl)[C:28]=4[NH:27][CH:26]=3)=[O:24])[C:18]([F:21])=[CH:19][CH:20]=2)(=[O:13])=[O:12])=CC=1.[NH3:38]. The catalyst is C(O)(C)C. The product is [F:35][C:16]1[C:15]([NH:14][S:11]([CH2:10][CH2:9][CH3:8])(=[O:13])=[O:12])=[CH:20][CH:19]=[C:18]([F:21])[C:17]=1[NH:22][C:23]([C:25]1[C:29]2[N:30]=[CH:31][N:32]=[C:33]([NH2:38])[C:28]=2[NH:27][CH:26]=1)=[O:24]. The yield is 0.400. (5) The reactants are C(Cl)(=O)C(Cl)=O.CS(C)=O.[F:11][C:12]1[CH:13]=[C:14](/[CH:19]=[CH:20]/[C:21]([N:23]2[CH2:28][CH2:27][CH:26]([CH2:29][OH:30])[CH2:25][CH2:24]2)=[O:22])[CH:15]=[C:16]([F:18])[CH:17]=1. The catalyst is C(Cl)Cl. The product is [F:18][C:16]1[CH:15]=[C:14](/[CH:19]=[CH:20]/[C:21]([N:23]2[CH2:24][CH2:25][CH:26]([CH:29]=[O:30])[CH2:27][CH2:28]2)=[O:22])[CH:13]=[C:12]([F:11])[CH:17]=1. The yield is 0.820.